From a dataset of NCI-60 drug combinations with 297,098 pairs across 59 cell lines. Regression. Given two drug SMILES strings and cell line genomic features, predict the synergy score measuring deviation from expected non-interaction effect. Drug 1: CN1CCC(CC1)COC2=C(C=C3C(=C2)N=CN=C3NC4=C(C=C(C=C4)Br)F)OC. Drug 2: CC1=C(C=C(C=C1)NC2=NC=CC(=N2)N(C)C3=CC4=NN(C(=C4C=C3)C)C)S(=O)(=O)N.Cl. Cell line: ACHN. Synergy scores: CSS=40.9, Synergy_ZIP=3.85, Synergy_Bliss=12.8, Synergy_Loewe=12.9, Synergy_HSA=15.0.